From a dataset of Full USPTO retrosynthesis dataset with 1.9M reactions from patents (1976-2016). Predict the reactants needed to synthesize the given product. (1) Given the product [C:23]1([CH3:41])[CH:28]=[CH:27][CH:26]=[C:25]([C:29]2[C:34]([CH2:35][NH:36][C:14](=[O:22])[NH:13][C:10]3[CH:9]=[CH:8][C:7]([CH2:6][NH:5][S:2]([CH3:1])(=[O:3])=[O:4])=[CH:12][CH:11]=3)=[CH:33][CH:32]=[C:31]([C:37]([F:39])([F:38])[F:40])[N:30]=2)[CH:24]=1, predict the reactants needed to synthesize it. The reactants are: [CH3:1][S:2]([NH:5][CH2:6][C:7]1[CH:12]=[CH:11][C:10]([NH:13][C:14](=[O:22])OC2C=CC=CC=2)=[CH:9][CH:8]=1)(=[O:4])=[O:3].[C:23]1([CH3:41])[CH:28]=[CH:27][CH:26]=[C:25]([C:29]2[C:34]([CH2:35][NH2:36])=[CH:33][CH:32]=[C:31]([C:37]([F:40])([F:39])[F:38])[N:30]=2)[CH:24]=1. (2) Given the product [C:22]1([N:8]2[CH2:7][CH2:6][C:5]3[C:10](=[CH:11][CH:12]=[C:3]([OH:2])[CH:4]=3)[CH:9]2[C:13]2[CH:18]=[C:17]([F:19])[C:16]([F:20])=[C:15]([F:21])[CH:14]=2)[CH:27]=[CH:26][CH:25]=[CH:24][CH:23]=1, predict the reactants needed to synthesize it. The reactants are: C[O:2][C:3]1[CH:4]=[C:5]2[C:10](=[CH:11][CH:12]=1)[CH:9]([C:13]1[CH:18]=[C:17]([F:19])[C:16]([F:20])=[C:15]([F:21])[CH:14]=1)[N:8]([C:22]1[CH:27]=[CH:26][CH:25]=[CH:24][CH:23]=1)[CH2:7][CH2:6]2.C(Cl)Cl. (3) Given the product [ClH:23].[CH3:22][S:19]([C:16]1[S:15][C:14]([N:11]2[CH2:12][CH2:13][NH:8][CH2:9][CH2:10]2)=[N:18][CH:17]=1)(=[O:20])=[O:21], predict the reactants needed to synthesize it. The reactants are: C(OC([N:8]1[CH2:13][CH2:12][N:11]([C:14]2[S:15][C:16]([S:19]([CH3:22])(=[O:21])=[O:20])=[CH:17][N:18]=2)[CH2:10][CH2:9]1)=O)(C)(C)C.[ClH:23]. (4) Given the product [OH:21][CH2:20][C:1]1([S:4]([NH:7][C:8](=[O:14])[O:9][C:10]([CH3:11])([CH3:13])[CH3:12])(=[O:6])=[O:5])[CH2:2][CH2:3]1, predict the reactants needed to synthesize it. The reactants are: [CH:1]1([S:4]([NH:7][C:8](=[O:14])[O:9][C:10]([CH3:13])([CH3:12])[CH3:11])(=[O:6])=[O:5])[CH2:3][CH2:2]1.C([Li])CCC.[CH2:20]=[O:21]. (5) Given the product [C:1]([O:9][CH2:10][CH2:11][O:12][CH2:13][CH2:14][N:15]1[C:23]2[C:22]([NH:25][C:26]3[CH:45]=[CH:44][C:29]([O:30][CH:31]4[CH2:32][CH2:33][N:34]([C:37]([O:39][C:40]([CH3:42])([CH3:43])[CH3:41])=[O:38])[CH2:35][CH2:36]4)=[C:28]([Cl:46])[CH:27]=3)=[N:21][CH:20]=[N:19][C:18]=2[CH:17]=[CH:16]1)(=[O:8])[C:2]1[CH:7]=[CH:6][CH:5]=[CH:4][CH:3]=1, predict the reactants needed to synthesize it. The reactants are: [C:1]([O:9][CH2:10][CH2:11][O:12][CH2:13][CH2:14][N:15]1[C:23]2[C:22](Cl)=[N:21][CH:20]=[N:19][C:18]=2[CH:17]=[CH:16]1)(=[O:8])[C:2]1[CH:7]=[CH:6][CH:5]=[CH:4][CH:3]=1.[NH2:25][C:26]1[CH:45]=[CH:44][C:29]([O:30][CH:31]2[CH2:36][CH2:35][N:34]([C:37]([O:39][C:40]([CH3:43])([CH3:42])[CH3:41])=[O:38])[CH2:33][CH2:32]2)=[C:28]([Cl:46])[CH:27]=1. (6) The reactants are: [CH3:1][C:2]1[CH:3]=[C:4]([OH:11])[CH:5]=[CH:6][C:7]=1[N+:8]([O-:10])=[O:9].[Br-:12].[Br-:13].[Br-].C([N+](C)(C)C)C1C=CC=CC=1.C([N+](C)(C)C)C1C=CC=CC=1.C([N+](C)(C)C)C1C=CC=CC=1.C([O-])([O-])=O.[Ca+2].Cl. Given the product [Br:12][C:3]1[C:2]([CH3:1])=[C:7]([N+:8]([O-:10])=[O:9])[CH:6]=[C:5]([Br:13])[C:4]=1[OH:11], predict the reactants needed to synthesize it. (7) Given the product [ClH:28].[N+:1]([C:4]1[CH:27]=[CH:26][C:7]([CH2:8][O:9][C:10](=[O:25])[NH:11][CH2:12][C@@H:13]([NH2:17])[CH:14]([CH3:15])[CH3:16])=[CH:6][CH:5]=1)([O-:3])=[O:2], predict the reactants needed to synthesize it. The reactants are: [N+:1]([C:4]1[CH:27]=[CH:26][C:7]([CH2:8][O:9][C:10](=[O:25])[NH:11][CH2:12][C@@H:13]([NH:17]C(OC(C)(C)C)=O)[CH:14]([CH3:16])[CH3:15])=[CH:6][CH:5]=1)([O-:3])=[O:2].[ClH:28]. (8) Given the product [CH3:14][C:11]1[CH:10]=[CH:9][C:8]([C:6]2[CH:7]=[C:2]([O:1][CH:39]3[CH2:43][CH2:42][O:41][CH2:40]3)[CH:3]=[C:4]([C:15]([O:17][CH3:18])=[O:16])[CH:5]=2)=[CH:13][CH:12]=1, predict the reactants needed to synthesize it. The reactants are: [OH:1][C:2]1[CH:3]=[C:4]([C:15]([O:17][CH3:18])=[O:16])[CH:5]=[C:6]([C:8]2[CH:13]=[CH:12][C:11]([CH3:14])=[CH:10][CH:9]=2)[CH:7]=1.C1(P(C2C=CC=CC=2)C2C=CC=CC=2)C=CC=CC=1.O[CH:39]1[CH2:43][CH2:42][O:41][CH2:40]1.N(C(OC(C)C)=O)=NC(OC(C)C)=O. (9) The reactants are: F[C:2]1[N:11]=[CH:10][C:9]2[C:8]([NH:12][C:13]3[CH:18]=[CH:17][CH:16]=[C:15]([Br:19])[CH:14]=3)=[N:7][CH:6]=[N:5][C:4]=2[CH:3]=1.[CH2:20]([N:22](CC)CC)C.Cl.[CH3:28]N. Given the product [Br:19][C:15]1[CH:14]=[C:13]([N:12]([C:8]2[C:9]3[CH:10]=[N:11][C:2]([NH:22][CH3:20])=[CH:3][C:4]=3[N:5]=[CH:6][N:7]=2)[CH3:28])[CH:18]=[CH:17][CH:16]=1, predict the reactants needed to synthesize it.